From a dataset of Forward reaction prediction with 1.9M reactions from USPTO patents (1976-2016). Predict the product of the given reaction. (1) Given the reactants [NH2:1][C:2]1[CH:3]=[C:4]([CH3:18])[C:5]2[C:14]3[C:9](=[CH:10][C:11]([F:15])=[CH:12][CH:13]=3)[O:8][C:7](=[O:16])[C:6]=2[CH:17]=1.II, predict the reaction product. The product is: [F:15][C:11]1[CH:10]=[C:9]2[C:14](=[CH:13][CH:12]=1)[C:5]1[C:6](=[C:17]3[C:2](=[CH:3][C:4]=1[CH3:18])[NH:1][C:4]([CH3:18])([CH3:5])[CH:3]=[C:2]3[CH3:17])[C:7](=[O:16])[O:8]2. (2) Given the reactants [CH3:1][C:2]([CH3:13])([C:10](O)=[O:11])[CH2:3][C:4]([CH3:9])([CH3:8])[C:5](O)=[O:6].[NH2:14]C(N)=O, predict the reaction product. The product is: [CH3:1][C:2]1([CH3:13])[CH2:3][C:4]([CH3:9])([CH3:8])[C:5](=[O:6])[NH:14][C:10]1=[O:11].